Task: Predict the product of the given reaction.. Dataset: Forward reaction prediction with 1.9M reactions from USPTO patents (1976-2016) (1) Given the reactants [CH:1]1([CH2:4][NH:5][C:6]([C:8]2[CH:13]=[C:12]([O:14][C:15]3[CH:20]=[CH:19][C:18]([N+:21]([O-])=O)=[CH:17][CH:16]=3)[CH:11]=[CH:10][N:9]=2)=[O:7])[CH2:3][CH2:2]1.[Cl-].[NH4+].C(O)C.CN(C)C=O, predict the reaction product. The product is: [NH2:21][C:18]1[CH:19]=[CH:20][C:15]([O:14][C:12]2[CH:11]=[CH:10][N:9]=[C:8]([C:6]([NH:5][CH2:4][CH:1]3[CH2:3][CH2:2]3)=[O:7])[CH:13]=2)=[CH:16][CH:17]=1. (2) Given the reactants [H-].[Al+3].[Li+].[H-].[H-].[H-].[NH2:7][CH:8]([C:10]1[CH:11]=[CH:12][C:13]2[O:18][CH2:17][C:16](=O)[NH:15][C:14]=2[CH:20]=1)[CH3:9], predict the reaction product. The product is: [O:18]1[C:13]2[CH:12]=[CH:11][C:10]([CH:8]([NH2:7])[CH3:9])=[CH:20][C:14]=2[NH:15][CH2:16][CH2:17]1. (3) Given the reactants [CH:1]1([CH2:6][N:7]([CH2:20][CH3:21])[C:8]2[C:13]([CH:14]=O)=[CH:12][C:11]([C:16]([F:19])([F:18])[F:17])=[CH:10][N:9]=2)[CH2:5][CH2:4][CH2:3][CH2:2]1.[F:22][C:23]([F:37])([F:36])[C:24]1[CH:25]=[C:26]([CH:29]=[C:30]([C:32]([F:35])([F:34])[F:33])[CH:31]=1)[CH2:27][NH2:28].[BH4-].[BH4-].[BH4-].[BH4-].[Na+].[Na+].[Na+].[Na+].[Cl-].[NH4+], predict the reaction product. The product is: [F:22][C:23]([F:36])([F:37])[C:24]1[CH:25]=[C:26]([CH:29]=[C:30]([C:32]([F:35])([F:33])[F:34])[CH:31]=1)[CH2:27][NH:28][CH2:14][C:13]1[C:8]([N:7]([CH2:6][CH:1]2[CH2:5][CH2:4][CH2:3][CH2:2]2)[CH2:20][CH3:21])=[N:9][CH:10]=[C:11]([C:16]([F:19])([F:18])[F:17])[CH:12]=1. (4) Given the reactants [Br-].[Mg+2].[Br-].[Cl:4][C:5]1[C:6]([O:21]CC=C(Cl)Cl)=[C:7]([CH:12]=[C:13]([O:15][CH2:16][CH:17]=[C:18]([Cl:20])[Cl:19])[CH:14]=1)[C:8]([O:10][CH3:11])=[O:9].Cl.O, predict the reaction product. The product is: [Cl:4][C:5]1[C:6]([OH:21])=[C:7]([CH:12]=[C:13]([O:15][CH2:16][CH:17]=[C:18]([Cl:19])[Cl:20])[CH:14]=1)[C:8]([O:10][CH3:11])=[O:9]. (5) Given the reactants [C:1]1([C:7]([OH:12])([CH3:11])[C:8](=[O:10])[CH3:9])[CH2:6][CH2:5][CH2:4][CH2:3][CH:2]=1.C[O:14][C:15](=[O:23])[C:16](OC)(OC)OC.[H-].[Na+], predict the reaction product. The product is: [C:1]1([C:7]2([CH3:11])[O:12][C:16]([C:15]([OH:23])=[O:14])=[CH:9][C:8]2=[O:10])[CH2:6][CH2:5][CH2:4][CH2:3][CH:2]=1.